Task: Regression. Given a peptide amino acid sequence and an MHC pseudo amino acid sequence, predict their binding affinity value. This is MHC class II binding data.. Dataset: Peptide-MHC class II binding affinity with 134,281 pairs from IEDB (1) The peptide sequence is EKKYFAATQFEPLQA. The MHC is DRB1_0701 with pseudo-sequence DRB1_0701. The binding affinity (normalized) is 0.817. (2) The peptide sequence is AFKVAATPANAAPAN. The MHC is DRB1_0901 with pseudo-sequence DRB1_0901. The binding affinity (normalized) is 0.643.